Dataset: Full USPTO retrosynthesis dataset with 1.9M reactions from patents (1976-2016). Task: Predict the reactants needed to synthesize the given product. (1) Given the product [C:1]([O:5][C:6]([N:8]1[CH2:13][CH2:12][N:11]([C:14]2[N:19]=[C:18]([C:20]3[CH:25]=[CH:24][N:23]=[C:22]([N:26]([C:41]([O:40][C:37]([CH3:39])([CH3:38])[CH3:36])=[O:42])[CH:27]4[CH2:28][CH2:29][CH2:30][CH2:31][CH2:32]4)[CH:21]=3)[CH:17]=[C:16]([N+:33]([O-:35])=[O:34])[CH:15]=2)[CH2:10][CH2:9]1)=[O:7])([CH3:4])([CH3:2])[CH3:3], predict the reactants needed to synthesize it. The reactants are: [C:1]([O:5][C:6]([N:8]1[CH2:13][CH2:12][N:11]([C:14]2[N:19]=[C:18]([C:20]3[CH:25]=[CH:24][N:23]=[C:22]([NH:26][CH:27]4[CH2:32][CH2:31][CH2:30][CH2:29][CH2:28]4)[CH:21]=3)[CH:17]=[C:16]([N+:33]([O-:35])=[O:34])[CH:15]=2)[CH2:10][CH2:9]1)=[O:7])([CH3:4])([CH3:3])[CH3:2].[CH3:36][C:37]([O:40][C:41](O[C:41]([O:40][C:37]([CH3:39])([CH3:38])[CH3:36])=[O:42])=[O:42])([CH3:39])[CH3:38].CC#N. (2) Given the product [F:1][C:2]1[CH:7]=[C:6]([N:8]2[CH:13]=[CH:12][CH:11]=[CH:10][C:9]2=[O:14])[CH:5]=[CH:4][C:3]=1[NH:15][C:16]([C@@H:18]1[CH2:22][C@H:21]([NH:23][C:24]([C:26]2[S:27][C:28]([Cl:31])=[CH:29][CH:30]=2)=[O:25])[CH:20]([N:33]2[CH2:37][CH2:36][CH2:35][CH2:34]2)[CH2:19]1)=[O:17], predict the reactants needed to synthesize it. The reactants are: [F:1][C:2]1[CH:7]=[C:6]([N:8]2[CH:13]=[CH:12][CH:11]=[CH:10][C:9]2=[O:14])[CH:5]=[CH:4][C:3]=1[NH:15][C:16]([C@@H:18]1[CH2:22][C@H:21]([NH:23][C:24]([C:26]2[S:27][C:28]([Cl:31])=[CH:29][CH:30]=2)=[O:25])[C:20](=O)[CH2:19]1)=[O:17].[NH:33]1[CH2:37][CH2:36][CH2:35][CH2:34]1.C(O)(=O)C.[BH3-]C#N.[Na+]. (3) Given the product [CH3:22][NH:23][C:24]([NH:21][NH:20][C:18]([C:15]1[CH:16]=[CH:17][C:12]2[O:11][CH:10]=[C:9]([C:6]3[CH:5]=[CH:4][C:3]([S:2][CH3:1])=[CH:8][CH:7]=3)[C:13]=2[CH:14]=1)=[O:19])=[S:25], predict the reactants needed to synthesize it. The reactants are: [CH3:1][S:2][C:3]1[CH:8]=[CH:7][C:6]([C:9]2[C:13]3[CH:14]=[C:15]([C:18]([NH:20][NH2:21])=[O:19])[CH:16]=[CH:17][C:12]=3[O:11][CH:10]=2)=[CH:5][CH:4]=1.[CH3:22][N:23]=[C:24]=[S:25]. (4) The reactants are: [C:1]([N:8]([CH3:42])[CH:9]1[CH2:14][CH2:13][CH:12]([N:15]([CH2:30][C:31]2[CH:32]=[C:33](B(O)O)[CH:34]=[CH:35][C:36]=2[O:37][CH3:38])[C:16]([C:18]2[S:22][C:21]3[C:23]([F:28])=[CH:24][CH:25]=[C:26]([F:27])[C:20]=3[C:19]=2[Cl:29])=[O:17])[CH2:11][CH2:10]1)([O:3][C:4]([CH3:7])([CH3:6])[CH3:5])=[O:2].Br[C:44]1[CH:49]=[CH:48][CH:47]=[CH:46][N:45]=1. Given the product [Cl:29][C:19]1[C:20]2[C:26]([F:27])=[CH:25][CH:24]=[C:23]([F:28])[C:21]=2[S:22][C:18]=1[C:16]([N:15]([CH2:30][C:31]1[CH:32]=[C:33]([C:44]2[CH:49]=[CH:48][CH:47]=[CH:46][N:45]=2)[CH:34]=[CH:35][C:36]=1[O:37][CH3:38])[CH:12]1[CH2:11][CH2:10][CH:9]([N:8]([CH3:42])[C:1](=[O:2])[O:3][C:4]([CH3:6])([CH3:5])[CH3:7])[CH2:14][CH2:13]1)=[O:17], predict the reactants needed to synthesize it.